This data is from Catalyst prediction with 721,799 reactions and 888 catalyst types from USPTO. The task is: Predict which catalyst facilitates the given reaction. (1) Reactant: [O:1]1[C:5]2[CH:6]=[CH:7][C:8]([C:10]3([C:13](Cl)=[O:14])[CH2:12][CH2:11]3)=[CH:9][C:4]=2[O:3][CH2:2]1.[NH2:16][C:17]1[CH:18]=[C:19]2[C:23](=[C:24]([C:26]([O:28][CH3:29])=[O:27])[CH:25]=1)[NH:22][C:21]([C:30]([CH3:33])([CH3:32])[CH3:31])=[CH:20]2.C(N(CC)CC)C. Product: [O:1]1[C:5]2[CH:6]=[CH:7][C:8]([C:10]3([C:13]([NH:16][C:17]4[CH:18]=[C:19]5[C:23](=[C:24]([C:26]([O:28][CH3:29])=[O:27])[CH:25]=4)[NH:22][C:21]([C:30]([CH3:33])([CH3:32])[CH3:31])=[CH:20]5)=[O:14])[CH2:12][CH2:11]3)=[CH:9][C:4]=2[O:3][CH2:2]1. The catalyst class is: 9. (2) Reactant: [CH:1]([C:4]1[CH:5]=[C:6]([NH2:9])[NH:7][N:8]=1)([CH3:3])[CH3:2].[Cl:10][C:11]1[N:16]=[C:15](Cl)[C:14]([Cl:18])=[CH:13][N:12]=1.C(N(CC)CC)C. Product: [Cl:10][C:11]1[N:16]=[C:15]([NH:9][C:6]2[NH:7][N:8]=[C:4]([CH:1]([CH3:3])[CH3:2])[CH:5]=2)[C:14]([Cl:18])=[CH:13][N:12]=1. The catalyst class is: 14. (3) Reactant: CC(C)(OC([N:7](C(OC(C)(C)C)=O)[C:8]1[C:13]([C:14]2[CH:15]=[N:16][N:17]([CH3:19])[CH:18]=2)=[C:12]([O:20][C:21]2[C:26]([F:27])=[CH:25][C:24]([NH:28][C:29]([C:31]3[C:36](=[O:37])[C:35]([C:38]4[CH:43]=[CH:42][C:41]([F:44])=[CH:40][CH:39]=4)=[CH:34][N:33]([CH3:45])[CH:32]=3)=[O:30])=[C:23]([F:46])[CH:22]=2)[CH:11]=[CH:10][N:9]=1)=O)C.C(O)(C(F)(F)F)=O. Product: [NH2:7][C:8]1[C:13]([C:14]2[CH:15]=[N:16][N:17]([CH3:19])[CH:18]=2)=[C:12]([O:20][C:21]2[C:26]([F:27])=[CH:25][C:24]([NH:28][C:29]([C:31]3[C:36](=[O:37])[C:35]([C:38]4[CH:39]=[CH:40][C:41]([F:44])=[CH:42][CH:43]=4)=[CH:34][N:33]([CH3:45])[CH:32]=3)=[O:30])=[C:23]([F:46])[CH:22]=2)[CH:11]=[CH:10][N:9]=1. The catalyst class is: 2. (4) Reactant: [CH:1]([C:4]1[C:12]2[C:7](=[CH:8][CH:9]=[CH:10][CH:11]=2)[N:6]([S:13]([C:16]2[CH:24]=[CH:23][C:19]([C:20](O)=[O:21])=[CH:18][CH:17]=2)(=[O:15])=[O:14])[CH:5]=1)([CH3:3])[CH3:2].C1CN([P+](ON2N=[N:49][C:44]3[CH:45]=[CH:46][CH:47]=CC2=3)(N2CCCC2)N2CCCC2)CC1.F[P-](F)(F)(F)(F)F.C1(CN)CC1.CCN(C(C)C)C(C)C. Product: [CH:45]1([CH2:44][NH:49][C:20](=[O:21])[C:19]2[CH:23]=[CH:24][C:16]([S:13]([N:6]3[C:7]4[C:12](=[CH:11][CH:10]=[CH:9][CH:8]=4)[C:4]([CH:1]([CH3:2])[CH3:3])=[CH:5]3)(=[O:14])=[O:15])=[CH:17][CH:18]=2)[CH2:47][CH2:46]1. The catalyst class is: 2. (5) Reactant: [Br:1][C:2]1[C:7]([CH3:8])=[CH:6][C:5]([CH2:9][CH2:10][CH2:11][OH:12])=[CH:4][C:3]=1[CH3:13].CC(OI1(OC(C)=O)(OC(C)=O)OC(=O)C2C=CC=CC1=2)=O.C(O)(C)C. Product: [Br:1][C:2]1[C:7]([CH3:8])=[CH:6][C:5]([CH2:9][CH2:10][CH:11]=[O:12])=[CH:4][C:3]=1[CH3:13]. The catalyst class is: 4. (6) Reactant: C(OC(=O)[NH:7][C@H:8]1[CH2:23][CH2:22][CH2:21][CH2:20][CH2:19][CH2:18][CH2:17][C@@H:16]([CH3:24])[CH2:15][C@@H:14]([C@@H:25]([OH:36])[CH2:26][C@H:27]([C:29](=[O:35])[NH:30][CH2:31][CH2:32][CH2:33][CH3:34])[CH3:28])[NH:13][C:12](=[O:37])[C@H:11]([CH3:38])[NH:10][C:9]1=[O:39])(C)(C)C.[C:41](Cl)(=[O:43])[CH3:42]. Product: [C:41]([NH:7][C@@H:8]1[C:9](=[O:39])[NH:10][C@@H:11]([CH3:38])[C:12](=[O:37])[NH:13][C@H:14]([C@@H:25]([OH:36])[CH2:26][C@@H:27]([CH3:28])[C:29]([NH:30][CH2:31][CH2:32][CH2:33][CH3:34])=[O:35])[CH2:15][C@H:16]([CH3:24])[CH2:17][CH2:18][CH2:19][CH2:20][CH2:21][CH2:22][CH2:23]1)(=[O:43])[CH3:42]. The catalyst class is: 89. (7) Reactant: [C:1]([N:5]1[CH2:10][CH2:9][O:8][CH:7]([CH:11]=O)[CH2:6]1)([CH3:4])([CH3:3])[CH3:2].[Cl:13][C:14]1[CH:15]=[C:16]([NH:21][C:22]([N:24]2[CH2:29][CH2:28][NH:27][CH2:26][CH2:25]2)=[O:23])[CH:17]=[CH:18][C:19]=1[Cl:20].C(O[BH-](OC(=O)C)OC(=O)C)(=O)C.[Na+]. Product: [C:1]([N:5]1[CH2:10][CH2:9][O:8][CH:7]([CH2:11][N:27]2[CH2:26][CH2:25][N:24]([C:22]([NH:21][C:16]3[CH:17]=[CH:18][C:19]([Cl:20])=[C:14]([Cl:13])[CH:15]=3)=[O:23])[CH2:29][CH2:28]2)[CH2:6]1)([CH3:2])([CH3:3])[CH3:4]. The catalyst class is: 4.